Dataset: Reaction yield outcomes from USPTO patents with 853,638 reactions. Task: Predict the reaction yield, written as a fraction of the theoretical maximum amount of product (1.0 means a 100% yield; for example, 0.34 means a 34% yield). (1) The reactants are [Br:1][C:2]1[CH:7]=[C:6]([N+:8]([O-:10])=[O:9])[CH:5]=[C:4]([N+]([O-])=O)[CH:3]=1.[CH3:14][N:15]([CH3:19])[CH2:16][CH2:17][OH:18].[OH-].[K+]. The yield is 0.572. The product is [Br:1][C:2]1[CH:3]=[C:4]([CH:5]=[C:6]([N+:8]([O-:10])=[O:9])[CH:7]=1)[O:18][CH2:17][CH2:16][N:15]([CH3:19])[CH3:14]. The catalyst is CN(C=O)C.O. (2) The reactants are [CH2:1]([O:3][C:4](=[O:13])[CH2:5][NH:6][C:7]1[CH:12]=[CH:11][CH:10]=[CH:9][CH:8]=1)[CH3:2].C([O-])([O-])=O.[K+].[K+].Br.[Br:21][C:22]1[CH:23]=[C:24]([CH2:29]Br)[C:25]([NH2:28])=[N:26][CH:27]=1.O. The catalyst is CN(C=O)C. The product is [NH2:28][C:25]1[C:24]([CH2:29][N:6]([C:7]2[CH:12]=[CH:11][CH:10]=[CH:9][CH:8]=2)[CH2:5][C:4]([O:3][CH2:1][CH3:2])=[O:13])=[CH:23][C:22]([Br:21])=[CH:27][N:26]=1. The yield is 0.340.